This data is from NCI-60 drug combinations with 297,098 pairs across 59 cell lines. The task is: Regression. Given two drug SMILES strings and cell line genomic features, predict the synergy score measuring deviation from expected non-interaction effect. Drug 1: CS(=O)(=O)CCNCC1=CC=C(O1)C2=CC3=C(C=C2)N=CN=C3NC4=CC(=C(C=C4)OCC5=CC(=CC=C5)F)Cl. Drug 2: C1C(C(OC1N2C=NC3=C2NC=NCC3O)CO)O. Cell line: EKVX. Synergy scores: CSS=14.3, Synergy_ZIP=1.29, Synergy_Bliss=0.235, Synergy_Loewe=-4.74, Synergy_HSA=-1.93.